Dataset: Reaction yield outcomes from USPTO patents with 853,638 reactions. Task: Predict the reaction yield, written as a fraction of the theoretical maximum amount of product (1.0 means a 100% yield; for example, 0.34 means a 34% yield). The reactants are [N:1]1[CH:6]=[CH:5][C:4]([NH:7][C:8]2[CH:13]=[CH:12][C:11](N)=[CH:10][CH:9]=2)=[CH:3][CH:2]=1.[N:15]1[CH:20]=CC=CC=1.[N+:21]([C:24]1[CH:32]=[CH:31][C:27](C(Cl)=O)=[CH:26][CH:25]=1)([O-:23])=[O:22].N.[O:34]1CCOCC1. No catalyst specified. The product is [N+:21]([C:24]1[CH:25]=[CH:26][C:27]([NH:15][C:20](=[O:34])[C:11]2[CH:12]=[CH:13][C:8]([NH:7][C:4]3[CH:5]=[CH:6][N:1]=[CH:2][CH:3]=3)=[CH:9][CH:10]=2)=[CH:31][CH:32]=1)([O-:23])=[O:22]. The yield is 0.190.